Dataset: Catalyst prediction with 721,799 reactions and 888 catalyst types from USPTO. Task: Predict which catalyst facilitates the given reaction. Reactant: [C:1]([NH2:9])(=[S:8])[C:2]1[CH:7]=[CH:6][CH:5]=[N:4][CH:3]=1.Br[CH2:11][C:12](=O)[C:13]([O:15][CH2:16][CH3:17])=[O:14]. Product: [N:4]1[CH:5]=[CH:6][CH:7]=[C:2]([C:1]2[S:8][CH:11]=[C:12]([C:13]([O:15][CH2:16][CH3:17])=[O:14])[N:9]=2)[CH:3]=1. The catalyst class is: 14.